From a dataset of Full USPTO retrosynthesis dataset with 1.9M reactions from patents (1976-2016). Predict the reactants needed to synthesize the given product. (1) Given the product [O:23]=[C:17]1[NH:18][C:19]2[N:20]=[CH:21][CH:22]=[C:13]([O:12][C:9]3[CH:10]=[CH:11][C:5]4[O:4][C@@H:3]5[C@@H:2]([NH:1][C:38](=[O:39])[C:37]6[CH:41]=[CH:42][C:34]([O:33][CH:28]7[CH2:27][C:26]([CH3:47])([CH3:48])[N:25]([CH3:24])[C:30]([CH3:32])([CH3:31])[CH2:29]7)=[C:35]([C:43]([F:45])([F:44])[F:46])[CH:36]=6)[C@@H:7]5[C:6]=4[CH:8]=3)[C:14]=2[CH2:15][CH2:16]1, predict the reactants needed to synthesize it. The reactants are: [NH2:1][C@H:2]1[C@H:7]2[C@@H:3]1[O:4][C:5]1[CH:11]=[CH:10][C:9]([O:12][C:13]3[CH:22]=[CH:21][N:20]=[C:19]4[C:14]=3[CH2:15][CH2:16][C:17](=[O:23])[NH:18]4)=[CH:8][C:6]=12.[CH3:24][N:25]1[C:30]([CH3:32])([CH3:31])[CH2:29][CH:28]([O:33][C:34]2[CH:42]=[CH:41][C:37]([C:38](O)=[O:39])=[CH:36][C:35]=2[C:43]([F:46])([F:45])[F:44])[CH2:27][C:26]1([CH3:48])[CH3:47].CN(C(ON1N=NC2C=CC=NC1=2)=[N+](C)C)C.F[P-](F)(F)(F)(F)F.CCN(C(C)C)C(C)C. (2) Given the product [Cl:21][C:10]1[C:11]([C:14]([O:16][CH2:17][CH3:18])=[O:15])=[N:12][O:13][C:9]=1[C:6]1[CH:5]=[CH:4][C:3]([C:2]([F:1])([F:19])[F:20])=[CH:8][CH:7]=1, predict the reactants needed to synthesize it. The reactants are: [F:1][C:2]([F:20])([F:19])[C:3]1[CH:8]=[CH:7][C:6]([C:9]2[O:13][N:12]=[C:11]([C:14]([O:16][CH2:17][CH3:18])=[O:15])[CH:10]=2)=[CH:5][CH:4]=1.[Cl:21]N1C(=O)CCC1=O. (3) Given the product [Br:27][C:10]1[S:9][CH:13]=[CH:12][C:11]=1[CH2:14][C:15]([O:17][CH2:18][CH3:19])=[O:16], predict the reactants needed to synthesize it. The reactants are: C(Cl)(Cl)Cl.C(O)(=O)C.[S:9]1[CH:13]=[CH:12][C:11]([CH2:14][C:15]([O:17][CH2:18][CH3:19])=[O:16])=[CH:10]1.C1C(=O)N([Br:27])C(=O)C1. (4) The reactants are: C(OC([CH:6]1[CH2:11][CH2:10][N:9]([CH2:12][C:13]2[CH:18]=[CH:17][C:16]([C@@H:19]3[O:28][C:23]4=[N:24][CH:25]=[CH:26][CH:27]=[C:22]4[O:21][CH2:20]3)=[CH:15][CH:14]=2)[CH2:8][CH2:7]1)=O)C.C(OC([N:36]1CCCNCC1)=O)(C)(C)C.N1(CC2C=CC([C@@H]3OC4=NC=CC=C4OC3)=CC=2)CCNCC1. Given the product [N:9]1([CH2:12][C:13]2[CH:14]=[CH:15][C:16]([C@@H:19]3[O:28][C:23]4=[N:24][CH:25]=[CH:26][CH:27]=[C:22]4[O:21][CH2:20]3)=[CH:17][CH:18]=2)[CH2:8][CH2:7][CH2:6][NH:36][CH2:11][CH2:10]1, predict the reactants needed to synthesize it. (5) Given the product [CH2:12]([O:8][C:5]1[CH:6]=[CH:7][C:2]([NH2:1])=[C:3]([N+:9]([O-:11])=[O:10])[CH:4]=1)[CH3:13], predict the reactants needed to synthesize it. The reactants are: [NH2:1][C:2]1[CH:7]=[CH:6][C:5]([OH:8])=[CH:4][C:3]=1[N+:9]([O-:11])=[O:10].[CH2:12](I)[CH3:13].O[Li].O.